This data is from Peptide-MHC class I binding affinity with 185,985 pairs from IEDB/IMGT. The task is: Regression. Given a peptide amino acid sequence and an MHC pseudo amino acid sequence, predict their binding affinity value. This is MHC class I binding data. (1) The binding affinity (normalized) is 0.0847. The peptide sequence is QHSFMANRM. The MHC is HLA-B08:01 with pseudo-sequence HLA-B08:01. (2) The peptide sequence is WENGFKVVL. The MHC is HLA-A11:01 with pseudo-sequence HLA-A11:01. The binding affinity (normalized) is 0.0847. (3) The peptide sequence is KTDIVNTTY. The MHC is HLA-A68:01 with pseudo-sequence HLA-A68:01. The binding affinity (normalized) is 0.128. (4) The peptide sequence is IESNPLFPV. The MHC is HLA-B46:01 with pseudo-sequence YYAMYREKYRQTDVSNLYLRYDSYTWAEWAYLWY. The binding affinity (normalized) is 0.0847. (5) The peptide sequence is TPPLVRLVF. The MHC is Mamu-A2601 with pseudo-sequence Mamu-A2601. The binding affinity (normalized) is 0.00159. (6) The peptide sequence is ERYFRIHSL. The MHC is HLA-B15:01 with pseudo-sequence HLA-B15:01. The binding affinity (normalized) is 0.136. (7) The peptide sequence is TFCCKCDSTF. The MHC is H-2-Kd with pseudo-sequence H-2-Kd. The binding affinity (normalized) is 0. (8) The peptide sequence is FMYSDFHFI. The MHC is HLA-B51:01 with pseudo-sequence HLA-B51:01. The binding affinity (normalized) is 0.0847.